This data is from Forward reaction prediction with 1.9M reactions from USPTO patents (1976-2016). The task is: Predict the product of the given reaction. Given the reactants C(OC([N:11]1[CH2:22][CH2:21][N:20]([CH2:23][C:24]([O:26][C:27]([CH3:30])([CH3:29])[CH3:28])=[O:25])[CH2:19][CH2:18][N:17](C(OCC2C=CC=CC=2)=O)[CH2:16][CH2:15][N:14]([CH2:41][C:42]([O:44][C:45]([CH3:48])([CH3:47])[CH3:46])=[O:43])[CH2:13][CH2:12]1)=O)C1C=CC=CC=1, predict the reaction product. The product is: [C:24]([CH2:23][N:20]1[CH2:21][CH2:22][NH:11][CH2:12][CH2:13][N:14]([CH2:41][C:42]([O:44][C:45]([CH3:48])([CH3:47])[CH3:46])=[O:43])[CH2:15][CH2:16][NH:17][CH2:18][CH2:19]1)([O:26][C:27]([CH3:28])([CH3:30])[CH3:29])=[O:25].